From a dataset of Reaction yield outcomes from USPTO patents with 853,638 reactions. Predict the reaction yield, written as a fraction of the theoretical maximum amount of product (1.0 means a 100% yield; for example, 0.34 means a 34% yield). The reactants are B(Br)(Br)Br.[OH:5][C:6]1[C:14]([C:15]([F:18])([F:17])[F:16])=[CH:13][C:9]([C:10]([OH:12])=[O:11])=[CH:8][C:7]=1[O:19]C.O. The catalyst is C(Cl)Cl. The product is [OH:19][C:7]1[CH:8]=[C:9]([CH:13]=[C:14]([C:15]([F:16])([F:17])[F:18])[C:6]=1[OH:5])[C:10]([OH:12])=[O:11]. The yield is 0.680.